This data is from Reaction yield outcomes from USPTO patents with 853,638 reactions. The task is: Predict the reaction yield, written as a fraction of the theoretical maximum amount of product (1.0 means a 100% yield; for example, 0.34 means a 34% yield). (1) The reactants are [OH:1][NH:2][C:3](=[O:9])[O:4][C:5]([CH3:8])([CH3:7])[CH3:6].Br[CH2:11][CH2:12][CH2:13][CH2:14][CH3:15].C1CCN2C(=NCCC2)CC1. The catalyst is CC#N. The product is [CH2:11]([O:1][NH:2][C:3](=[O:9])[O:4][C:5]([CH3:8])([CH3:7])[CH3:6])[CH2:12][CH2:13][CH2:14][CH3:15]. The yield is 0.910. (2) The reactants are C(=O)([O-])[O-].[Cs+].[Cs+].[F:7][CH2:8][CH2:9]I.[Br:11][C:12]1[CH:13]=[C:14]([C:18]([C:20]2[CH:25]=[CH:24][C:23]([OH:26])=[CH:22][CH:21]=2)=[CH2:19])[CH:15]=[CH:16][CH:17]=1.ClCCl. The catalyst is CN(C)C=O.C1CCCCC1.C(OCC)(=O)C.O. The product is [Br:11][C:12]1[CH:17]=[CH:16][CH:15]=[C:14]([C:18]([C:20]2[CH:21]=[CH:22][C:23]([O:26][CH2:9][CH2:8][F:7])=[CH:24][CH:25]=2)=[CH2:19])[CH:13]=1. The yield is 0.540. (3) The reactants are [NH2:1][C:2]1[N:3]([CH2:24][C:25]([F:28])([F:27])[F:26])[C:4](=[O:23])[C:5]2([C:15]3[C:10](=[CH:11][CH:12]=[C:13](Br)[CH:14]=3)[O:9][CH:8]([C:17]3[CH:22]=[CH:21][CH:20]=[CH:19][CH:18]=3)[CH2:7]2)[N:6]=1.[C:29]([C:31]1[CH:32]=[C:33](B(O)O)[CH:34]=[CH:35][CH:36]=1)#[N:30]. The catalyst is O1CCOCC1.C([O-])([O-])=O.[Cs+].[Cs+].Cl[Pd](Cl)([P](C1C=CC=CC=1)(C1C=CC=CC=1)C1C=CC=CC=1)[P](C1C=CC=CC=1)(C1C=CC=CC=1)C1C=CC=CC=1. The product is [NH2:1][C:2]1[N:3]([CH2:24][C:25]([F:28])([F:27])[F:26])[C:4](=[O:23])[C:5]2([C:15]3[C:10](=[CH:11][CH:12]=[C:13]([C:35]4[CH:36]=[C:31]([CH:32]=[CH:33][CH:34]=4)[C:29]#[N:30])[CH:14]=3)[O:9][CH:8]([C:17]3[CH:22]=[CH:21][CH:20]=[CH:19][CH:18]=3)[CH2:7]2)[N:6]=1. The yield is 0.120. (4) The reactants are [NH2:1][C:2]1[CH:10]=[N:9][CH:8]=[CH:7][C:3]=1[C:4](O)=[O:5].C1N=C[N:13](C(N2C=NC=C2)=O)C=1.N. The catalyst is CN(C=O)C.CCOC(C)=O. The product is [NH2:1][C:2]1[CH:10]=[N:9][CH:8]=[CH:7][C:3]=1[C:4]([NH2:13])=[O:5]. The yield is 0.790. (5) The reactants are [N:1]([CH:4]1[CH:8]([CH3:9])[CH2:7][CH:6]([NH:10][S:11]([CH:14]2[CH2:16][CH2:15]2)(=[O:13])=[O:12])[CH2:5]1)=C=O.[Li+].[OH-]. The catalyst is C1COCC1. The product is [NH2:1][CH:4]1[CH:8]([CH3:9])[CH2:7][CH:6]([NH:10][S:11]([CH:14]2[CH2:15][CH2:16]2)(=[O:13])=[O:12])[CH2:5]1. The yield is 0.740. (6) The reactants are [CH3:1][C:2]1([CH3:20])[CH:7]2[CH2:8][CH:3]1[CH2:4][CH2:5][CH:6]2[CH2:9][CH2:10][O:11][C:12]1[CH:19]=[CH:18][C:15]([CH:16]=O)=[CH:14][CH:13]=1.CN1CCC(=C2[C:36]3[N:37]=[CH:38][CH:39]=[CH:40]C=3CCC3C=CC=CC2=3)CC1.[CH:43](=[O:50])C1C=CC=CC=1.Cl.N(CC(O)=[O:56])C. No catalyst specified. The product is [CH3:43][O:50][C:40]([CH:39]1[CH2:38][N:37]([CH2:16][C:15]2[CH:18]=[CH:19][C:12]([O:11][CH2:10][CH2:9][CH:6]3[CH2:5][CH2:4][CH:3]4[CH2:8][CH:7]3[C:2]4([CH3:20])[CH3:1])=[CH:13][CH:14]=2)[CH2:36]1)=[O:56]. The yield is 0.760. (7) The reactants are Cl.Cl.[NH2:3][C:4]1[N:9]=[CH:8][N:7]=[C:6]2[N:10]([CH2:18][C:19]([OH:21])=O)[N:11]=[C:12]([C:13]3[NH:14][CH:15]=[CH:16][N:17]=3)[C:5]=12.Cl.Cl.[Cl:24][C:25]1[CH:30]=[CH:29][C:28]([N:31]2[CH2:36][CH2:35][NH:34][CH2:33][CH2:32]2)=[CH:27][C:26]=1[O:37][CH3:38].C(N(CC)C(C)C)(C)C.CN(C(ON1N=NC2C=CC(=CC1=2)Cl)=[N+](C)C)C.F[P-](F)(F)(F)(F)F. The catalyst is CN(C=O)C. The product is [NH2:3][C:4]1[N:9]=[CH:8][N:7]=[C:6]2[N:10]([CH2:18][C:19]([N:34]3[CH2:33][CH2:32][N:31]([C:28]4[CH:29]=[CH:30][C:25]([Cl:24])=[C:26]([O:37][CH3:38])[CH:27]=4)[CH2:36][CH2:35]3)=[O:21])[N:11]=[C:12]([C:13]3[NH:17][CH:16]=[CH:15][N:14]=3)[C:5]=12. The yield is 0.810. (8) The reactants are [H-].[Na+:2].[CH3:3][C:4]([CH3:33])([CH3:32])[C:5]#[C:6][C:7]1[S:11][C:10]([C:12]([OH:14])=[O:13])=[C:9]([N:15]([CH:25]2[CH2:30][CH2:29][CH:28]([OH:31])[CH2:27][CH2:26]2)[C:16]([CH:18]2[CH2:23][CH2:22][CH:21]([CH3:24])[CH2:20][CH2:19]2)=[O:17])[CH:8]=1.[N:34]1([C:38]([C:40]2[CH:45]=[CH:44][N:43]=[C:42](Cl)[CH:41]=2)=[O:39])[CH2:37][CH2:36][CH2:35]1.[OH-].[Na+]. The catalyst is CN(C=O)C. The product is [N:34]1([C:38]([C:40]2[CH:45]=[CH:44][N:43]=[C:42]([O:31][CH:28]3[CH2:29][CH2:30][CH:25]([N:15]([C:9]4[CH:8]=[C:7]([C:6]#[C:5][C:4]([CH3:32])([CH3:3])[CH3:33])[S:11][C:10]=4[C:12]([O-:14])=[O:13])[C:16]([CH:18]4[CH2:23][CH2:22][CH:21]([CH3:24])[CH2:20][CH2:19]4)=[O:17])[CH2:26][CH2:27]3)[CH:41]=2)=[O:39])[CH2:37][CH2:36][CH2:35]1.[Na+:2]. The yield is 0.770. (9) The reactants are C[O:2][C:3](=[O:27])[C:4]1[CH:9]=[C:8]([O:10][CH2:11][C:12]2[CH:17]=[CH:16][CH:15]=[CH:14][CH:13]=2)[CH:7]=[C:6]([C:18]2[CH:26]=[CH:25][C:21]3[O:22][CH2:23][O:24][C:20]=3[CH:19]=2)[CH:5]=1.[OH-].[Na+]. The catalyst is O1CCOCC1. The product is [O:22]1[C:21]2[CH:25]=[CH:26][C:18]([C:6]3[CH:5]=[C:4]([CH:9]=[C:8]([O:10][CH2:11][C:12]4[CH:13]=[CH:14][CH:15]=[CH:16][CH:17]=4)[CH:7]=3)[C:3]([OH:27])=[O:2])=[CH:19][C:20]=2[O:24][CH2:23]1. The yield is 0.970. (10) The reactants are [S:1]1[CH:5]=[CH:4][CH:3]=[C:2]1[C:6](Cl)=[O:7].[Cl:9][C:10]1[CH:11]=[C:12]2[C:17](=[CH:18][CH:19]=1)[N:16]([CH2:20][C:21]1[CH:26]=[CH:25][C:24]([F:27])=[CH:23][CH:22]=1)[C:15](=[O:28])[C:14]([C:29]#[N:30])=[C:13]2[N:31]1[CH2:36][CH2:35][NH:34][CH2:33][CH2:32]1. The catalyst is N1C=CC=CC=1. The product is [Cl:9][C:10]1[CH:11]=[C:12]2[C:17](=[CH:18][CH:19]=1)[N:16]([CH2:20][C:21]1[CH:22]=[CH:23][C:24]([F:27])=[CH:25][CH:26]=1)[C:15](=[O:28])[C:14]([C:29]#[N:30])=[C:13]2[N:31]1[CH2:36][CH2:35][N:34]([C:6]([C:2]2[S:1][CH:5]=[CH:4][CH:3]=2)=[O:7])[CH2:33][CH2:32]1. The yield is 0.550.